From a dataset of HIV replication inhibition screening data with 41,000+ compounds from the AIDS Antiviral Screen. Binary Classification. Given a drug SMILES string, predict its activity (active/inactive) in a high-throughput screening assay against a specified biological target. (1) The molecule is S=C1NC(c2ccco2)N2C(=S)NC(c3ccco3)N12. The result is 0 (inactive). (2) The compound is O=C(CCCC[n+]1ccccc1)Sc1ccccc1C(=O)Nc1ccc(S(=O)(=O)c2ccc([N+](=O)[O-])cc2)cc1.[Br-]. The result is 1 (active).